This data is from Forward reaction prediction with 1.9M reactions from USPTO patents (1976-2016). The task is: Predict the product of the given reaction. (1) The product is: [S:3]([O-:6])([O-:5])(=[O:4])=[O:2].[NH2:1][N+:13]1[CH:18]=[CH:17][CH:16]=[CH:15][N:14]=1.[NH2:1][N+:13]1[CH:18]=[CH:17][CH:16]=[CH:15][N:14]=1. Given the reactants [NH2:1][O:2][S:3]([OH:6])(=[O:5])=[O:4].C(=O)([O-])[O-].[K+].[K+].[N:13]1[CH:18]=[CH:17][CH:16]=[CH:15][N:14]=1, predict the reaction product. (2) Given the reactants [CH:1]1([CH2:7][C:8]2[CH:9]=[C:10]3[C:16]([C:17]4[CH:18]=[N:19][N:20]([CH3:22])[CH:21]=4)=[CH:15][N:14](S(C4C=CC=CC=4)(=O)=O)[C:11]3=[N:12][CH:13]=2)[CH2:6][CH2:5][CH2:4][CH2:3][CH2:2]1.[OH-].[Na+], predict the reaction product. The product is: [CH:1]1([CH2:7][C:8]2[CH:9]=[C:10]3[C:16]([C:17]4[CH:18]=[N:19][N:20]([CH3:22])[CH:21]=4)=[CH:15][NH:14][C:11]3=[N:12][CH:13]=2)[CH2:2][CH2:3][CH2:4][CH2:5][CH2:6]1. (3) Given the reactants F[C:2]1[N:24]=[C:23]([F:25])[C:22]([I:26])=[CH:21][C:3]=1[C:4]([C:6](=[CH:12][NH:13][C@@H:14]([C:17]([CH3:20])([CH3:19])[CH3:18])[CH2:15][OH:16])[C:7]([O:9][CH2:10][CH3:11])=[O:8])=[O:5].C(=O)([O-])[O-].[K+].[K+], predict the reaction product. The product is: [F:25][C:23]1[N:24]=[C:2]2[C:3]([C:4](=[O:5])[C:6]([C:7]([O:9][CH2:10][CH3:11])=[O:8])=[CH:12][N:13]2[C@@H:14]([C:17]([CH3:20])([CH3:19])[CH3:18])[CH2:15][OH:16])=[CH:21][C:22]=1[I:26]. (4) Given the reactants [Cl:1][C:2]1[C:7]([F:8])=[CH:6][CH:5]=[C:4]([Cl:9])[C:3]=1[C@@H:10]([OH:12])[CH3:11].C(N(CC)CC)C.[CH3:20][S:21](Cl)(=[O:23])=[O:22], predict the reaction product. The product is: [Cl:1][C:2]1[C:7]([F:8])=[CH:6][CH:5]=[C:4]([Cl:9])[C:3]=1[C@@H:10]([O:12][S:21]([CH3:20])(=[O:23])=[O:22])[CH3:11]. (5) Given the reactants [CH3:1][O:2][C:3]1[CH:4]=[C:5]([CH2:9][C:10](Cl)=[O:11])[CH:6]=[CH:7][CH:8]=1.C(#N)C.C[Si]([CH:20]=[N+:21]=[N-:22])(C)C.C(OCC)C, predict the reaction product. The product is: [N+:21](=[CH:20][C:10](=[O:11])[CH2:9][C:5]1[CH:6]=[CH:7][CH:8]=[C:3]([O:2][CH3:1])[CH:4]=1)=[N-:22]. (6) Given the reactants [CH:1]1([NH:4][CH2:5][CH2:6][C:7]2[CH:12]=[CH:11][C:10]([O:13][CH2:14][CH2:15][C:16]3[CH:21]=[CH:20][CH:19]=[CH:18][CH:17]=3)=[CH:9][CH:8]=2)[CH2:3][CH2:2]1.Br[CH2:23][CH2:24][CH2:25][C:26]#[N:27].CCN(C(C)C)C(C)C.C(Cl)Cl, predict the reaction product. The product is: [CH:1]1([N:4]([CH2:5][CH2:6][C:7]2[CH:12]=[CH:11][C:10]([O:13][CH2:14][CH2:15][C:16]3[CH:17]=[CH:18][CH:19]=[CH:20][CH:21]=3)=[CH:9][CH:8]=2)[CH2:23][CH2:24][CH2:25][C:26]#[N:27])[CH2:2][CH2:3]1. (7) Given the reactants [ClH:1].[CH3:2][O:3][C:4](=[O:21])[CH:5]=[C:6]1[CH2:11][CH2:10][C:9]([N:18]([CH3:20])[CH3:19])([C:12]2[CH:17]=[CH:16][CH:15]=[CH:14][CH:13]=2)[CH2:8][CH2:7]1, predict the reaction product. The product is: [ClH:1].[CH3:2][O:3][C:4](=[O:21])[CH2:5][CH:6]1[CH2:7][CH2:8][C:9]([N:18]([CH3:19])[CH3:20])([C:12]2[CH:17]=[CH:16][CH:15]=[CH:14][CH:13]=2)[CH2:10][CH2:11]1. (8) Given the reactants Br[C:2]1[CH:22]=[CH:21][C:5]([CH2:6][S:7]([NH:10][C:11]2[CH:19]=[CH:18][C:14]([C:15]([OH:17])=[O:16])=[C:13]([OH:20])[CH:12]=2)(=[O:9])=[O:8])=[CH:4][CH:3]=1.[O:23]1[C:27]2[CH:28]=[CH:29][C:30](B(O)O)=[CH:31][C:26]=2[CH2:25][CH2:24]1.CCN(C(C)C)C(C)C.C(Cl)Cl, predict the reaction product. The product is: [O:23]1[C:27]2[CH:28]=[CH:29][C:30]([C:2]3[CH:22]=[CH:21][C:5]([CH2:6][S:7]([NH:10][C:11]4[CH:19]=[CH:18][C:14]([C:15]([OH:17])=[O:16])=[C:13]([OH:20])[CH:12]=4)(=[O:9])=[O:8])=[CH:4][CH:3]=3)=[CH:31][C:26]=2[CH2:25][CH2:24]1.